From a dataset of Forward reaction prediction with 1.9M reactions from USPTO patents (1976-2016). Predict the product of the given reaction. (1) Given the reactants Br[C:2]1[C:3](=[O:9])[NH:4][NH:5][C:6](=[O:8])[CH:7]=1.[F:10][C:11]1[CH:19]=[CH:18][CH:17]=[C:16]2[C:12]=1[CH:13]=[C:14](B(O)O)[NH:15]2.[O-]P([O-])([O-])=O.[K+].[K+].[K+], predict the reaction product. The product is: [F:10][C:11]1[CH:19]=[CH:18][CH:17]=[C:16]2[C:12]=1[CH:13]=[C:14]([C:2]1[C:3](=[O:9])[NH:4][NH:5][C:6](=[O:8])[CH:7]=1)[NH:15]2. (2) Given the reactants [CH:1]1([Mg]Br)[CH2:3][CH2:2]1.Br[C:7]1[CH:12]=[CH:11][CH:10]=[C:9]([O:13][CH2:14][C:15]2[CH:20]=[CH:19][CH:18]=[CH:17][CH:16]=2)[CH:8]=1.C1COCC1, predict the reaction product. The product is: [CH:1]1([C:11]2[CH:12]=[CH:7][CH:8]=[C:9]([O:13][CH2:14][C:15]3[CH:20]=[CH:19][CH:18]=[CH:17][CH:16]=3)[CH:10]=2)[CH2:3][CH2:2]1. (3) Given the reactants Br[CH2:2][C:3]1[CH:11]=[CH:10][C:6]2=[N:7][O:8][N:9]=[C:5]2[CH:4]=1.O[N:13]1[C:17](=[O:18])[C:16]2=[CH:19][CH:20]=[CH:21][CH:22]=[C:15]2[C:14]1=[O:23].C(N(CC)C(C)C)(C)C.[O:33]1CCCC1, predict the reaction product. The product is: [N:7]1[O:8][N:9]=[C:5]2[CH:4]=[C:3]([CH2:2][O:33][C:19]3[CH:20]=[CH:21][CH:22]=[C:15]4[C:14]([NH:13][C:17](=[O:18])[C:16]=34)=[O:23])[CH:11]=[CH:10][C:6]=12. (4) Given the reactants [H-].[Al+3].[Li+].[H-].[H-].[H-].[NH2:7][C:8]([CH3:21])([CH2:11][CH2:12][O:13][CH2:14][C:15]1[CH:20]=[CH:19][CH:18]=[CH:17][CH:16]=1)[C:9]#[N:10].O.[OH-].[Na+], predict the reaction product. The product is: [CH2:14]([O:13][CH2:12][CH2:11][C:8]([CH3:21])([NH2:7])[CH2:9][NH2:10])[C:15]1[CH:20]=[CH:19][CH:18]=[CH:17][CH:16]=1. (5) Given the reactants [H-].[Na+].CS([O:7][CH2:8][CH2:9][CH2:10][CH2:11][CH2:12][CH2:13][CH2:14][CH2:15][CH2:16][CH2:17][CH2:18][CH2:19][CH2:20][CH2:21][CH2:22][CH2:23][S:24][C:25]([CH3:28])([CH3:27])[CH3:26])(=O)=O.CC1(C)[O:34][C@H:33]([CH2:35]O)[CH2:32][O:31]1.[NH4+].[Cl-].C1(C)C=CC(S(O)(=O)=O)=CC=1, predict the reaction product. The product is: [C:25]([S:24][CH2:23][CH2:22][CH2:21][CH2:20][CH2:19][CH2:18][CH2:17][CH2:16][CH2:15][CH2:14][CH2:13][CH2:12][CH2:11][CH2:10][CH2:9][CH2:8][O:7][CH2:35][C@@H:33]([OH:34])[CH2:32][OH:31])([CH3:28])([CH3:27])[CH3:26].